From a dataset of Full USPTO retrosynthesis dataset with 1.9M reactions from patents (1976-2016). Predict the reactants needed to synthesize the given product. Given the product [CH:18]1([NH:21][C:22]([NH:24][C:25]2[CH:30]=[CH:29][C:28]([C:2]3[N:3]=[C:4]([N:11]4[CH2:16][CH2:15][O:14][CH2:13][C@@H:12]4[CH3:17])[C:5]4[CH2:10][S:9][CH2:8][C:6]=4[N:7]=3)=[CH:27][CH:26]=2)=[O:23])[CH2:20][CH2:19]1, predict the reactants needed to synthesize it. The reactants are: Cl[C:2]1[N:3]=[C:4]([N:11]2[CH2:16][CH2:15][O:14][CH2:13][C@@H:12]2[CH3:17])[C:5]2[CH2:10][S:9][CH2:8][C:6]=2[N:7]=1.[CH:18]1([NH:21][C:22]([NH:24][C:25]2[CH:30]=[CH:29][C:28](B3OC(C)(C)C(C)(C)O3)=[CH:27][CH:26]=2)=[O:23])[CH2:20][CH2:19]1.C([O-])([O-])=O.[Na+].[Na+].